This data is from Full USPTO retrosynthesis dataset with 1.9M reactions from patents (1976-2016). The task is: Predict the reactants needed to synthesize the given product. (1) Given the product [C:19]([N:16]1[CH2:15][CH2:14][N:13]([C:10]2[CH:11]=[CH:12][C:7]([CH2:6][N:5]([CH:1]3[CH2:2][CH2:3][CH2:4]3)[S:40]([C:35]3[CH:34]=[C:33]([Cl:32])[CH:38]=[C:37]([Cl:39])[CH:36]=3)(=[O:42])=[O:41])=[C:8]([F:22])[CH:9]=2)[CH2:18][CH2:17]1)(=[O:21])[CH3:20], predict the reactants needed to synthesize it. The reactants are: [CH:1]1([NH:5][CH2:6][C:7]2[CH:12]=[CH:11][C:10]([N:13]3[CH2:18][CH2:17][N:16]([C:19](=[O:21])[CH3:20])[CH2:15][CH2:14]3)=[CH:9][C:8]=2[F:22])[CH2:4][CH2:3][CH2:2]1.C(N(CC)C(C)C)(C)C.[Cl:32][C:33]1[CH:34]=[C:35]([S:40](Cl)(=[O:42])=[O:41])[CH:36]=[C:37]([Cl:39])[CH:38]=1. (2) Given the product [NH:36]1[CH2:40][CH:39]=[CH:38][CH:37]1[C:20]1[C:19]([S:18][C:17]2[N:8]([CH2:7][CH2:6][CH2:5][NH:4][CH:2]([CH3:3])[CH3:1])[C:9]3[C:10]([N:16]=2)=[C:11]([NH2:15])[N:12]=[CH:13][N:14]=3)=[CH:24][C:23]2[O:25][CH2:26][O:27][C:22]=2[CH:21]=1, predict the reactants needed to synthesize it. The reactants are: [CH3:1][CH:2]([NH:4][CH2:5][CH2:6][CH2:7][N:8]1[C:17]([S:18][C:19]2[CH:24]=[C:23]3[O:25][CH2:26][O:27][C:22]3=[CH:21][C:20]=2I)=[N:16][C:10]2[C:11]([NH2:15])=[N:12][CH:13]=[N:14][C:9]1=2)[CH3:3].C([N:36]1[CH:40]=[CH:39][CH2:38][CH2:37]1)(OC(C)(C)C)=O.CCN(C(C)C)C(C)C.